Task: Predict the product of the given reaction.. Dataset: Forward reaction prediction with 1.9M reactions from USPTO patents (1976-2016) (1) Given the reactants [F:1][C:2]([CH:5]1[CH2:7][O:6]1)([F:4])[F:3].[CH2:8]([NH:15][CH2:16][C:17]1[CH:22]=[CH:21][CH:20]=[CH:19][CH:18]=1)[C:9]1[CH:14]=[CH:13][CH:12]=[CH:11][CH:10]=1.O.FC(F)(F)S([O-])(=O)=O.[Yb+3].FC(F)(F)S([O-])(=O)=O.FC(F)(F)S([O-])(=O)=O.C(#N)C, predict the reaction product. The product is: [CH2:16]([N:15]([CH2:8][C:9]1[CH:14]=[CH:13][CH:12]=[CH:11][CH:10]=1)[CH2:7][CH:5]([OH:6])[C:2]([F:4])([F:3])[F:1])[C:17]1[CH:22]=[CH:21][CH:20]=[CH:19][CH:18]=1. (2) Given the reactants [CH2:1]([C:8]1[N:9]=[N:10][C:11]2[C:16]([C:17]=1[C:18]1[CH:19]=[C:20]([NH2:24])[CH:21]=[CH:22][CH:23]=1)=[CH:15][CH:14]=[CH:13][C:12]=2[Cl:25])[C:2]1[CH:7]=[CH:6][CH:5]=[CH:4][CH:3]=1.[CH3:26][N:27]1[C:35]2[C:30](=[CH:31][CH:32]=[CH:33][C:34]=2[CH:36]=O)[CH:29]=[CH:28]1, predict the reaction product. The product is: [CH2:1]([C:8]1[N:9]=[N:10][C:11]2[C:16]([C:17]=1[C:18]1[CH:19]=[C:20]([NH:24][CH2:36][C:34]3[CH:33]=[CH:32][CH:31]=[C:30]4[C:35]=3[N:27]([CH3:26])[CH:28]=[CH:29]4)[CH:21]=[CH:22][CH:23]=1)=[CH:15][CH:14]=[CH:13][C:12]=2[Cl:25])[C:2]1[CH:7]=[CH:6][CH:5]=[CH:4][CH:3]=1. (3) Given the reactants C([O-])(=O)C.[Na+].[CH3:6][O:7][CH2:8][CH2:9][NH:10][C:11]1[CH:16]=[CH:15][N:14]2[N:17]=[CH:18][CH:19]=[C:13]2[N:12]=1.[Br:20]Br.C(=O)(O)[O-].[Na+], predict the reaction product. The product is: [Br:20][C:19]1[CH:18]=[N:17][N:14]2[CH:15]=[CH:16][C:11]([NH:10][CH2:9][CH2:8][O:7][CH3:6])=[N:12][C:13]=12. (4) Given the reactants [Cl:1][C:2]1[C:3]([C:8]2([F:15])[CH2:13][CH2:12][C:11](=[O:14])[CH2:10][CH2:9]2)=[N:4][CH:5]=[CH:6][CH:7]=1.[F:16][C:17]([F:36])([F:35])[S:18](N(C1C=CC=CC=1)[S:18]([C:17]([F:36])([F:35])[F:16])(=[O:20])=[O:19])(=[O:20])=[O:19].C[Si]([N-][Si](C)(C)C)(C)C.[Li+], predict the reaction product. The product is: [F:16][C:17]([F:36])([F:35])[S:18]([O:14][C:11]1[CH2:10][CH2:9][C:8]([C:3]2[C:2]([Cl:1])=[CH:7][CH:6]=[CH:5][N:4]=2)([F:15])[CH2:13][CH:12]=1)(=[O:20])=[O:19]. (5) Given the reactants [CH:1]1([C:4]2[CH:5]=[CH:6][C:7]([C:15]([OH:17])=O)=[N:8][C:9]=2[O:10][CH2:11][CH:12]2[CH2:14][CH2:13]2)[CH2:3][CH2:2]1.[NH2:18][C@@H:19]([C:24]([CH3:27])([CH3:26])[CH3:25])[CH2:20][C:21]([NH2:23])=[O:22], predict the reaction product. The product is: [C:21]([CH2:20][C@@H:19]([NH:18][C:15]([C:7]1[CH:6]=[CH:5][C:4]([CH:1]2[CH2:2][CH2:3]2)=[C:9]([O:10][CH2:11][CH:12]2[CH2:13][CH2:14]2)[N:8]=1)=[O:17])[C:24]([CH3:27])([CH3:26])[CH3:25])(=[O:22])[NH2:23]. (6) Given the reactants [H-].[Na+].[N+:3]([C:6]1[CH:14]=[C:13]2[C:9]([CH:10]=[N:11][NH:12]2)=[CH:8][CH:7]=1)([O-:5])=[O:4].I[CH3:16], predict the reaction product. The product is: [CH3:16][N:12]1[C:13]2[C:9](=[CH:8][CH:7]=[C:6]([N+:3]([O-:5])=[O:4])[CH:14]=2)[CH:10]=[N:11]1.